Dataset: Catalyst prediction with 721,799 reactions and 888 catalyst types from USPTO. Task: Predict which catalyst facilitates the given reaction. (1) Reactant: Cl[CH:2]1[C:10]2[C:5](=[CH:6][CH:7]=[CH:8][C:9]=2[CH2:11][CH2:12][O:13]C(C2C=CC=CC=2)=O)[NH:4][C:3]1=[O:22].CO.O.NN.[OH-].[Na+]. Product: [OH:13][CH2:12][CH2:11][C:9]1[CH:8]=[CH:7][CH:6]=[C:5]2[C:10]=1[CH2:2][C:3](=[O:22])[NH:4]2. The catalyst class is: 386. (2) The catalyst class is: 4. Reactant: [Cl:1][C:2]1[C:3]([OH:34])=[C:4]([S:9]([NH:12][C:13]2[CH:27]=[CH:26][CH:25]=[C:24]([N:28]3[CH2:33][CH2:32][CH2:31][CH2:30][CH2:29]3)[C:14]=2[CH2:15][NH:16]C(=O)OC(C)(C)C)(=[O:11])=[O:10])[CH:5]=[C:6]([Cl:8])[CH:7]=1.C(O)(C(F)(F)F)=O. Product: [NH2:16][CH2:15][C:14]1[C:24]([N:28]2[CH2:33][CH2:32][CH2:31][CH2:30][CH2:29]2)=[CH:25][CH:26]=[CH:27][C:13]=1[NH:12][S:9]([C:4]1[CH:5]=[C:6]([Cl:8])[CH:7]=[C:2]([Cl:1])[C:3]=1[OH:34])(=[O:11])=[O:10]. (3) Reactant: [NH2:1][C:2]1[N:3]=[CH:4][C:5]([C:13]2[CH:14]=[C:15]([CH:20]=[CH:21][CH:22]=2)[C:16]([O:18]C)=[O:17])=[N:6][C:7]=1[C:8]([NH:10][CH2:11][CH3:12])=[O:9].[OH-].[Na+]. Product: [NH2:1][C:2]1[N:3]=[CH:4][C:5]([C:13]2[CH:14]=[C:15]([CH:20]=[CH:21][CH:22]=2)[C:16]([OH:18])=[O:17])=[N:6][C:7]=1[C:8]([NH:10][CH2:11][CH3:12])=[O:9]. The catalyst class is: 5. (4) Reactant: C(#N)C.[F:4][C:5]1[CH:6]=[C:7]([N+:12]([O-:14])=[O:13])[CH:8]=[CH:9][C:10]=1F.[CH2:15]([N:17]1[CH2:22][CH2:21][NH:20][CH2:19][CH2:18]1)[CH3:16].C(Cl)Cl. Product: [CH2:15]([N:17]1[CH2:22][CH2:21][N:20]([C:10]2[CH:9]=[CH:8][C:7]([N+:12]([O-:14])=[O:13])=[CH:6][C:5]=2[F:4])[CH2:19][CH2:18]1)[CH3:16]. The catalyst class is: 100. (5) Reactant: [S:1]1[CH:5]=[C:4]([C:6]([OH:8])=O)[N:3]=[CH:2]1.C1C=CC2N(O)N=NC=2C=1.Cl.CN(C)CCCN=C=NCC.[C:31]([O:35][C:36]([N:38]1[CH2:42][C@@H:41]([CH2:43][NH2:44])[CH2:40][C@H:39]1[C:45]([N:47]1[CH2:51][CH2:50][S:49][CH2:48]1)=[O:46])=[O:37])([CH3:34])([CH3:33])[CH3:32].C(N(CC)CC)C. Product: [C:31]([O:35][C:36]([N:38]1[CH2:42][C@@H:41]([CH2:43][NH:44][C:6]([C:4]2[N:3]=[CH:2][S:1][CH:5]=2)=[O:8])[CH2:40][C@H:39]1[C:45]([N:47]1[CH2:51][CH2:50][S:49][CH2:48]1)=[O:46])=[O:37])([CH3:34])([CH3:32])[CH3:33]. The catalyst class is: 3. (6) Reactant: [F:1][C:2]1[CH:25]=[CH:24][C:5]([CH2:6][N:7]2[C:15]3[C:10](=[CH:11][CH:12]=[CH:13][CH:14]=3)[C:9]([C:16]([O:18]C)=[O:17])=[C:8]2[C:20]([O:22]C)=[O:21])=[CH:4][CH:3]=1.[OH-].[K+].Cl. Product: [F:1][C:2]1[CH:3]=[CH:4][C:5]([CH2:6][N:7]2[C:15]3[C:10](=[CH:11][CH:12]=[CH:13][CH:14]=3)[C:9]([C:16]([OH:18])=[O:17])=[C:8]2[C:20]([OH:22])=[O:21])=[CH:24][CH:25]=1. The catalyst class is: 8. (7) The catalyst class is: 3. Reactant: [H-].[Na+].[NH:3]1[CH2:7][CH2:6][CH2:5][C:4]1=[O:8].[Br:9][C:10]1[CH:11]=[N:12][CH:13]=[C:14]([CH2:16]Cl)[CH:15]=1. Product: [Br:9][C:10]1[CH:15]=[C:14]([CH2:16][N:3]2[CH2:7][CH2:6][CH2:5][C:4]2=[O:8])[CH:13]=[N:12][CH:11]=1.